Dataset: Human liver microsome stability data. Task: Regression/Classification. Given a drug SMILES string, predict its absorption, distribution, metabolism, or excretion properties. Task type varies by dataset: regression for continuous measurements (e.g., permeability, clearance, half-life) or binary classification for categorical outcomes (e.g., BBB penetration, CYP inhibition). Dataset: hlm. The molecule is CN(C)CCC(NC(=O)Nc1ccc(-c2cn[nH]c2)cc1)c1ccccc1. The result is 0 (unstable in human liver microsomes).